From a dataset of Full USPTO retrosynthesis dataset with 1.9M reactions from patents (1976-2016). Predict the reactants needed to synthesize the given product. Given the product [CH3:1][O:2][C:3]1[CH:4]=[C:5](/[CH:6]=[C:27]2/[C:26](=[O:28])[NH:25][C:24](=[O:29])[S:23]/2)[CH:8]=[CH:9][C:10]=1[O:11][CH2:12][C:13]1[C:22]2[C:17](=[CH:18][CH:19]=[CH:20][CH:21]=2)[CH:16]=[CH:15][CH:14]=1, predict the reactants needed to synthesize it. The reactants are: [CH3:1][O:2][C:3]1[CH:4]=[C:5]([CH:8]=[CH:9][C:10]=1[O:11][CH2:12][C:13]1[C:22]2[C:17](=[CH:18][CH:19]=[CH:20][CH:21]=2)[CH:16]=[CH:15][CH:14]=1)[CH:6]=O.[S:23]1[CH2:27][C:26](=[O:28])[NH:25][C:24]1=[O:29].N1CCCCC1.